Task: Predict the reactants needed to synthesize the given product.. Dataset: Full USPTO retrosynthesis dataset with 1.9M reactions from patents (1976-2016) The reactants are: [CH:1]([N:4]1[C:8]([C:9]2[N:18]=[C:17]3[N:11]([CH2:12][CH2:13][O:14][C:15]4[CH:22]=[C:21]([O:23][C@@H:24]([CH3:28])[C:25]([OH:27])=O)[N:20]=[CH:19][C:16]=43)[CH:10]=2)=[N:7][CH:6]=[N:5]1)([CH3:3])[CH3:2].C[N:30](C(ON1N=NC2C=CC=NC1=2)=[N+](C)C)C.F[P-](F)(F)(F)(F)F.[Cl-].[NH4+].C(N(CC)CC)C. Given the product [CH:1]([N:4]1[C:8]([C:9]2[N:18]=[C:17]3[C:16]4[CH:19]=[N:20][C:21]([O:23][C@@H:24]([CH3:28])[C:25]([NH2:30])=[O:27])=[CH:22][C:15]=4[O:14][CH2:13][CH2:12][N:11]3[CH:10]=2)=[N:7][CH:6]=[N:5]1)([CH3:3])[CH3:2], predict the reactants needed to synthesize it.